This data is from Forward reaction prediction with 1.9M reactions from USPTO patents (1976-2016). The task is: Predict the product of the given reaction. (1) Given the reactants C([O:3][C:4](=[O:30])[CH2:5][S:6][C:7]1[S:11][C:10]([NH:12][C:13]([N:15]([CH:23]2[CH2:29][CH2:28][CH2:27][CH2:26][CH2:25][CH2:24]2)[C@H:16]2[CH2:21][CH2:20][C@H:19]([CH3:22])[CH2:18][CH2:17]2)=[O:14])=[N:9][CH:8]=1)C.C1(N[C@H]2CC[C@H](C)CC2)CCCCCC1.NC1SC=NC=1.C(OC(=O)CS)C, predict the reaction product. The product is: [CH:23]1([N:15]([C@H:16]2[CH2:21][CH2:20][C@H:19]([CH3:22])[CH2:18][CH2:17]2)[C:13](=[O:14])[NH:12][C:10]2[S:11][C:7]([S:6][CH2:5][C:4]([OH:30])=[O:3])=[CH:8][N:9]=2)[CH2:24][CH2:25][CH2:26][CH2:27][CH2:28][CH2:29]1. (2) Given the reactants [CH:1]([NH:4][CH:5]([CH3:7])[CH3:6])([CH3:3])C.C([Li])CCC.[Si](OCCN1C2C(Cl)=[N:29][CH:28]=[N:27]C=2C=C1)(C(C)(C)C)(C)C.C1(C)C=CC(S([Cl:42])(=O)=O)=CC=1.[NH2:44][C:45]1[CH:61]=[CH:60][C:48]([O:49][C:50]2[CH:51]=[C:52]([CH:57]=[CH:58][CH:59]=2)[C:53]([O:55]C)=[O:54])=[C:47]([Cl:62])[CH:46]=1.Cl.[C:64]([O:67]CC)(=O)[CH3:65].ClC1C=C(NC2C3N(CCO)C(Cl)=CC=3N=CN=2)C=CC=1OC1C=C(NC(C2CC2)=O)C=CC=1.[OH-].[Na+].Cl.C(=O)(O)[O-].[Na+], predict the reaction product. The product is: [Cl:62][C:47]1[CH:46]=[C:45]([NH:44][C:7]2[C:5]3[N:4]([CH2:65][CH2:64][OH:67])[C:1]([Cl:42])=[CH:3][C:6]=3[N:27]=[CH:28][N:29]=2)[CH:61]=[CH:60][C:48]=1[O:49][C:50]1[CH:51]=[C:52]([CH:57]=[CH:58][CH:59]=1)[C:53]([OH:55])=[O:54]. (3) Given the reactants [O:1]=[C:2]1[NH:10][C:5]2=[N:6][CH:7]=[CH:8][CH:9]=[C:4]2[N:3]1[CH:11]1[CH2:16][CH2:15][N:14]([C:17]2[N:22]=[CH:21][N:20]=[C:19]([C:23](O)=[O:24])[CH:18]=2)[CH2:13][CH2:12]1.[F:26][C:27]1[CH:28]=[C:29]2[C:33](=[CH:34][CH:35]=1)[NH:32][CH2:31][CH:30]2[CH2:36][C:37]([O:39][CH3:40])=[O:38].CN(C(ON1N=NC2C=CC=CC1=2)=[N+](C)C)C.[B-](F)(F)(F)F.C(N(CC)CC)C, predict the reaction product. The product is: [F:26][C:27]1[CH:28]=[C:29]2[C:33](=[CH:34][CH:35]=1)[N:32]([C:23]([C:19]1[CH:18]=[C:17]([N:14]3[CH2:13][CH2:12][CH:11]([N:3]4[C:4]5[C:5](=[N:6][CH:7]=[CH:8][CH:9]=5)[NH:10][C:2]4=[O:1])[CH2:16][CH2:15]3)[N:22]=[CH:21][N:20]=1)=[O:24])[CH2:31][CH:30]2[CH2:36][C:37]([O:39][CH3:40])=[O:38].